Task: Regression. Given a peptide amino acid sequence and an MHC pseudo amino acid sequence, predict their binding affinity value. This is MHC class I binding data.. Dataset: Peptide-MHC class I binding affinity with 185,985 pairs from IEDB/IMGT (1) The peptide sequence is FLVIAINAM. The MHC is HLA-A68:02 with pseudo-sequence HLA-A68:02. The binding affinity (normalized) is 0.0915. (2) The peptide sequence is ILPKPTRK. The MHC is H-2-Kb with pseudo-sequence H-2-Kb. The binding affinity (normalized) is 0.00162. (3) The peptide sequence is EEDLPVTWR. The MHC is HLA-A02:01 with pseudo-sequence HLA-A02:01. The binding affinity (normalized) is 0.0847. (4) The peptide sequence is EQGDIALAL. The MHC is HLA-A68:02 with pseudo-sequence HLA-A68:02. The binding affinity (normalized) is 0.264.